From a dataset of Peptide-MHC class I binding affinity with 185,985 pairs from IEDB/IMGT. Regression. Given a peptide amino acid sequence and an MHC pseudo amino acid sequence, predict their binding affinity value. This is MHC class I binding data. The peptide sequence is MFNDINIYDL. The MHC is H-2-Kd with pseudo-sequence H-2-Kd. The binding affinity (normalized) is 0.